From a dataset of Forward reaction prediction with 1.9M reactions from USPTO patents (1976-2016). Predict the product of the given reaction. (1) Given the reactants Br[C:2]1[CH:10]=[C:9]2[C:5]([C:6]([CH2:11][C:12]([N:14]=[C:15]([NH2:30])[NH:16][CH2:17][C:18]3[CH:23]=[C:22]([Cl:24])[C:21]([NH:25][C:26](=[O:28])[CH3:27])=[C:20]([Cl:29])[CH:19]=3)=[O:13])=[CH:7][NH:8]2)=[CH:4][CH:3]=1.[Br:31]C1C=C2C(=CC=1)NC=C2CC(O)=O.COC1C=C2C(=CC=1)NC=C2CC(N(C(SC)=N)C(=O)OC(C)(C)C)=O, predict the reaction product. The product is: [Br:31][C:3]1[CH:4]=[C:5]2[C:9](=[CH:10][CH:2]=1)[NH:8][CH:7]=[C:6]2[CH2:11][C:12]([N:14]=[C:15]([NH2:30])[NH:16][CH2:17][C:18]1[CH:23]=[C:22]([Cl:24])[C:21]([NH:25][C:26](=[O:28])[CH3:27])=[C:20]([Cl:29])[CH:19]=1)=[O:13]. (2) The product is: [N:28]([C@H:2]1[C:11]2[C:6](=[CH:7][C:8]([C:12]#[N:13])=[CH:9][CH:10]=2)[O:5][CH2:4][CH2:3]1)=[N+:29]=[N-:30]. Given the reactants O[C@@H:2]1[C:11]2[C:6](=[CH:7][C:8]([C:12]#[N:13])=[CH:9][CH:10]=2)[O:5][CH2:4][CH2:3]1.C1C=CC(P([N:28]=[N+:29]=[N-:30])(C2C=CC=CC=2)=O)=CC=1.C1CCN2C(=NCCC2)CC1.O, predict the reaction product. (3) The product is: [Br:1][C:2]1[N:7]2[N:8]=[C:9]([CH2:14][CH3:15])[C:10]([NH2:11])=[C:6]2[CH:5]=[CH:4][CH:3]=1. Given the reactants [Br:1][C:2]1[N:7]2[N:8]=[C:9]([CH2:14][CH3:15])[C:10]([N+:11]([O-])=O)=[C:6]2[CH:5]=[CH:4][CH:3]=1.C(O)C.O, predict the reaction product.